Dataset: Buchwald-Hartwig C-N cross coupling reaction yields with 55,370 reactions. Task: Predict the reaction yield, written as a fraction of the theoretical maximum amount of product (1.0 means a 100% yield; for example, 0.34 means a 34% yield). (1) The product is Cc1ccc(Nc2ccc(C(F)(F)F)cc2)cc1. The reactants are FC(F)(F)c1ccc(Br)cc1.Cc1ccc(N)cc1.O=S(=O)(O[Pd]1c2ccccc2-c2ccccc2N~1)C(F)(F)F.COc1ccc(OC)c(P([C@]23C[C@H]4C[C@H](C[C@H](C4)C2)C3)[C@]23C[C@H]4C[C@H](C[C@H](C4)C2)C3)c1-c1c(C(C)C)cc(C(C)C)cc1C(C)C.CCN=P(N=P(N(C)C)(N(C)C)N(C)C)(N(C)C)N(C)C.c1ccc(CN(Cc2ccccc2)c2ccno2)cc1. No catalyst specified. The yield is 0.244. (2) The reactants are COc1ccc(Cl)cc1.Cc1ccc(N)cc1.O=S(=O)(O[Pd]1c2ccccc2-c2ccccc2N~1)C(F)(F)F.COc1ccc(OC)c(P(C(C)(C)C)C(C)(C)C)c1-c1c(C(C)C)cc(C(C)C)cc1C(C)C.CN1CCCN2CCCN=C12.CCOC(=O)c1cnoc1. No catalyst specified. The product is COc1ccc(Nc2ccc(C)cc2)cc1. The yield is 0.00788. (3) The reactants are CCc1ccc(I)cc1.Cc1ccc(N)cc1.O=S(=O)(O[Pd]1c2ccccc2-c2ccccc2N~1)C(F)(F)F.COc1ccc(OC)c(P([C@]23C[C@H]4C[C@H](C[C@H](C4)C2)C3)[C@]23C[C@H]4C[C@H](C[C@H](C4)C2)C3)c1-c1c(C(C)C)cc(C(C)C)cc1C(C)C.CN(C)C(=NC(C)(C)C)N(C)C.COC(=O)c1cc(-c2ccco2)on1. No catalyst specified. The product is CCc1ccc(Nc2ccc(C)cc2)cc1. The yield is 0.565. (4) The reactants are FC(F)(F)c1ccc(Cl)cc1.Cc1ccc(N)cc1.O=S(=O)(O[Pd]1c2ccccc2-c2ccccc2N~1)C(F)(F)F.CC(C)c1cc(C(C)C)c(-c2ccccc2P(C(C)(C)C)C(C)(C)C)c(C(C)C)c1.CN1CCCN2CCCN=C12.Cc1ccon1. No catalyst specified. The product is Cc1ccc(Nc2ccc(C(F)(F)F)cc2)cc1. The yield is 0.350. (5) The reactants are CCc1ccc(Cl)cc1.Cc1ccc(N)cc1.O=S(=O)(O[Pd]1c2ccccc2-c2ccccc2N~1)C(F)(F)F.CC(C)c1cc(C(C)C)c(-c2ccccc2P(C2CCCCC2)C2CCCCC2)c(C(C)C)c1.CCN=P(N=P(N(C)C)(N(C)C)N(C)C)(N(C)C)N(C)C.c1ccc2nocc2c1. No catalyst specified. The product is CCc1ccc(Nc2ccc(C)cc2)cc1. The yield is 0.00690. (6) The yield is 0.0732. The product is Cc1ccc(Nc2ccc(C(F)(F)F)cc2)cc1. The reactants are FC(F)(F)c1ccc(Br)cc1.Cc1ccc(N)cc1.O=S(=O)(O[Pd]1c2ccccc2-c2ccccc2N~1)C(F)(F)F.CC(C)c1cc(C(C)C)c(-c2ccccc2P(C(C)(C)C)C(C)(C)C)c(C(C)C)c1.CN(C)C(=NC(C)(C)C)N(C)C.c1ccc(CN(Cc2ccccc2)c2ccno2)cc1. No catalyst specified. (7) The reactants are CCc1ccc(Br)cc1.Cc1ccc(N)cc1.O=S(=O)(O[Pd]1c2ccccc2-c2ccccc2N~1)C(F)(F)F.COc1ccc(OC)c(P([C@]23C[C@H]4C[C@H](C[C@H](C4)C2)C3)[C@]23C[C@H]4C[C@H](C[C@H](C4)C2)C3)c1-c1c(C(C)C)cc(C(C)C)cc1C(C)C.CN1CCCN2CCCN=C12.Cc1cc(-c2ccccc2)on1. No catalyst specified. The product is CCc1ccc(Nc2ccc(C)cc2)cc1. The yield is 0.637. (8) The product is Cc1ccc(Nc2ccc(C(F)(F)F)cc2)cc1. The reactants are FC(F)(F)c1ccc(Br)cc1.Cc1ccc(N)cc1.O=S(=O)(O[Pd]1c2ccccc2-c2ccccc2N~1)C(F)(F)F.COc1ccc(OC)c(P(C(C)(C)C)C(C)(C)C)c1-c1c(C(C)C)cc(C(C)C)cc1C(C)C.CN1CCCN2CCCN=C12.Cc1cc(-n2cccc2)no1. The yield is 0.382. No catalyst specified.